Task: Predict the reactants needed to synthesize the given product.. Dataset: Full USPTO retrosynthesis dataset with 1.9M reactions from patents (1976-2016) Given the product [O:1]1[C:6]2[CH:7]=[CH:8][C:9]([N:11]3[CH2:18][CH:17]4[N:19]([CH2:23][CH:22]([OH:21])[CH2:24][O:25][C:26]5[CH:34]=[CH:33][CH:32]=[C:31]6[C:27]=5[CH:28]=[CH:29][NH:30]6)[CH2:20][CH:12]3[CH2:13][CH:14]=[CH:15][CH2:16]4)=[CH:10][C:5]=2[O:4][CH2:3][CH2:2]1, predict the reactants needed to synthesize it. The reactants are: [O:1]1[C:6]2[CH:7]=[CH:8][C:9]([N:11]3[CH2:18][CH:17]4[NH:19][CH2:20][CH:12]3[CH2:13][CH:14]=[CH:15][CH2:16]4)=[CH:10][C:5]=2[O:4][CH2:3][CH2:2]1.[O:21]1[CH2:23][CH:22]1[CH2:24][O:25][C:26]1[CH:34]=[CH:33][CH:32]=[C:31]2[C:27]=1[CH:28]=[CH:29][NH:30]2.CCN(C(C)C)C(C)C.